Task: Predict which catalyst facilitates the given reaction.. Dataset: Catalyst prediction with 721,799 reactions and 888 catalyst types from USPTO (1) Reactant: [CH2:1]1[C:6]2[O:7][C:8]3[CH:13]=[CH:12][CH:11]=[CH:10][C:9]=3[C:5]=2[CH2:4][CH2:3][N:2]1C(OC)=O. Product: [CH2:1]1[C:6]2[O:7][C:8]3[CH:13]=[CH:12][CH:11]=[CH:10][C:9]=3[C:5]=2[CH2:4][CH2:3][NH:2]1. The catalyst class is: 33. (2) Reactant: [CH3:1][N:2]([CH2:4][C:5]1[CH:23]=[CH:22][C:8](/[CH:9]=[N:10]/[C:11]2[CH:19]=[C:18]([F:20])[CH:17]=[C:16]3[C:12]=2[CH2:13][O:14][C:15]3=[O:21])=[CH:7][CH:6]=1)[CH3:3].[CH3:24][N:25]([CH2:27][C:28]1[CH:35]=[CH:34][C:31]([CH:32]=O)=[CH:30][CH:29]=1)[CH3:26].[O-:36][CH2:37][CH3:38].[Na+].C(O)C. The catalyst class is: 567. Product: [CH3:1][N:2]([CH2:4][C:5]1[CH:23]=[CH:22][C:8]([CH:9]2[CH:32]([C:31]3[CH:34]=[CH:35][C:28]([CH2:27][N:25]([CH3:24])[CH3:26])=[CH:29][CH:30]=3)[C:37](=[O:36])[C:38]3[C:16]([C:15]([O:14][CH2:13][CH3:12])=[O:21])=[CH:17][C:18]([F:20])=[CH:19][C:11]=3[NH:10]2)=[CH:7][CH:6]=1)[CH3:3]. (3) Reactant: [H-].[Na+].[NH2:3][C:4]1[C:13]2[C:8](=[C:9]([O:16][CH:17]3[CH2:21][CH2:20][CH2:19][CH2:18]3)[C:10]([O:14][CH3:15])=[CH:11][CH:12]=2)[O:7][C:6](=[O:22])[C:5]=1[F:23].[Cl:24][C:25]1[CH:26]=[N:27][CH:28]=[C:29]([Cl:32])[C:30]=1Cl.OP([O-])(O)=O.[K+]. Product: [CH:17]1([O:16][C:9]2[C:10]([O:14][CH3:15])=[CH:11][CH:12]=[C:13]3[C:8]=2[O:7][C:6](=[O:22])[C:5]([F:23])=[C:4]3[NH:3][C:30]2[C:29]([Cl:32])=[CH:28][N:27]=[CH:26][C:25]=2[Cl:24])[CH2:21][CH2:20][CH2:19][CH2:18]1. The catalyst class is: 16. (4) Reactant: [NH2:1][C:2](=O)[CH:3]([C:26]1[C:34]2[C:30](=[CH:31][N:32]([CH2:35][O:36][CH2:37][CH2:38][Si:39]([CH3:42])([CH3:41])[CH3:40])[N:33]=2)[CH:29]=[C:28]([Cl:43])[CH:27]=1)[O:4][CH2:5][C:6]1([C:19]2[CH:24]=[CH:23][C:22]([F:25])=[CH:21][CH:20]=2)[CH2:11][CH2:10][N:9]([C:12]([O:14][C:15]([CH3:18])([CH3:17])[CH3:16])=[O:13])[CH2:8][CH2:7]1.N1C(Cl)=NC(Cl)=NC=1Cl. Product: [Cl:43][C:28]1[CH:27]=[C:26]([CH:3]([C:2]#[N:1])[O:4][CH2:5][C:6]2([C:19]3[CH:24]=[CH:23][C:22]([F:25])=[CH:21][CH:20]=3)[CH2:11][CH2:10][N:9]([C:12]([O:14][C:15]([CH3:18])([CH3:17])[CH3:16])=[O:13])[CH2:8][CH2:7]2)[C:34]2[C:30](=[CH:31][N:32]([CH2:35][O:36][CH2:37][CH2:38][Si:39]([CH3:42])([CH3:41])[CH3:40])[N:33]=2)[CH:29]=1. The catalyst class is: 9. (5) Reactant: [Br:1][C:2]1[CH:3]=[C:4]2[C:9](=[CH:10][CH:11]=1)[CH2:8][CH:7]([OH:12])[CH2:6][CH2:5]2.[H-].[Na+].[CH3:15][CH2:16][CH2:17][CH2:18][CH2:19]I.[Cl-].[NH4+]. Product: [Br:1][C:2]1[CH:3]=[C:4]2[C:9](=[CH:10][CH:11]=1)[CH2:8][CH:7]([O:12][CH2:15][CH2:16][CH2:17][CH2:18][CH3:19])[CH2:6][CH2:5]2. The catalyst class is: 7.